Dataset: Forward reaction prediction with 1.9M reactions from USPTO patents (1976-2016). Task: Predict the product of the given reaction. Given the reactants [CH3:1][C:2]1[CH:7]=[C:6]([C:8]#[C:9][C:10]2[N:11]=[C:12]([CH3:15])[NH:13][CH:14]=2)[CH:5]=[CH:4][N:3]=1.Br[CH:17]([C:19]1[CH:24]=[CH:23][CH:22]=[CH:21][CH:20]=1)[CH3:18], predict the reaction product. The product is: [CH3:1][C:2]1[CH:7]=[C:6]([C:8]#[C:9][C:10]2[N:11]=[C:12]([CH3:15])[N:13]([CH:17]([C:19]3[CH:24]=[CH:23][CH:22]=[CH:21][CH:20]=3)[CH3:18])[CH:14]=2)[CH:5]=[CH:4][N:3]=1.